Dataset: Full USPTO retrosynthesis dataset with 1.9M reactions from patents (1976-2016). Task: Predict the reactants needed to synthesize the given product. (1) Given the product [Cl:1][C:2]1[CH:7]=[C:6]([F:8])[CH:5]=[CH:4][C:3]=1[CH:9]1[CH2:10][CH2:11][C:12]([O:15][Si:29]([CH3:32])([CH3:31])[CH3:30])=[CH:13][CH2:14]1, predict the reactants needed to synthesize it. The reactants are: [Cl:1][C:2]1[CH:7]=[C:6]([F:8])[CH:5]=[CH:4][C:3]=1[CH:9]1[CH2:14][CH2:13][C:12](=[O:15])[CH2:11][CH2:10]1.C(N(CC)CC)C.FC(F)(F)S(O[Si:29]([CH3:32])([CH3:31])[CH3:30])(=O)=O. (2) Given the product [C:1]([O:5][C:6]([N:8]([CH3:22])[CH2:9][CH2:10][C:11]1[CH:21]=[CH:20][C:14]([C:15]([O:17][CH2:18][CH3:19])=[O:16])=[CH:13][CH:12]=1)=[O:7])([CH3:2])([CH3:3])[CH3:4], predict the reactants needed to synthesize it. The reactants are: [C:1]([O:5][C:6]([NH:8][CH2:9][CH2:10][C:11]1[CH:21]=[CH:20][C:14]([C:15]([O:17][CH2:18][CH3:19])=[O:16])=[CH:13][CH:12]=1)=[O:7])([CH3:4])([CH3:3])[CH3:2].[CH3:22][Si]([N-][Si](C)(C)C)(C)C.[Na+].S(OC)(OC)(=O)=O.